From a dataset of Reaction yield outcomes from USPTO patents with 853,638 reactions. Predict the reaction yield, written as a fraction of the theoretical maximum amount of product (1.0 means a 100% yield; for example, 0.34 means a 34% yield). (1) The reactants are [C:1]([O:5][C:6]([N:8]1[CH2:21][C@@H:20]2[C@H:15]([CH2:16][CH2:17][C@:18]3([CH3:26])[C:24](=[O:25])[CH2:23][CH2:22][C@H:19]32)[C@:14]2([CH3:27])[C:9]1=[CH:10][C@@H:11]([O:28][Si](C(C)C)(C(C)C)C(C)C)[CH2:12][CH2:13]2)=[O:7])([CH3:4])([CH3:3])[CH3:2].[F-].C([N+](CCCC)(CCCC)CCCC)CCC.C[N+]1([O-])CCOCC1. The catalyst is O1CCCC1.ClCCl.[Ru]([O-])(=O)(=O)=O.C([N+](CCC)(CCC)CCC)CC. The product is [C:1]([O:5][C:6]([N:8]1[CH2:21][C@@H:20]2[C@H:15]([CH2:16][CH2:17][C@:18]3([CH3:26])[C:24](=[O:25])[CH2:23][CH2:22][C@H:19]32)[C@:14]2([CH3:27])[C:9]1=[CH:10][C:11](=[O:28])[CH2:12][CH2:13]2)=[O:7])([CH3:4])([CH3:2])[CH3:3]. The yield is 0.980. (2) The reactants are Cl[C:2]1[C:11]2[C:6](=[CH:7][CH:8]=[C:9]([O:12][CH3:13])[CH:10]=2)[N:5]=[C:4]([C:14]2[CH:22]=[CH:21][C:17]([C:18]([OH:20])=[O:19])=[CH:16][CH:15]=2)[C:3]=1[F:23]. The catalyst is CO.[Pd]. The product is [F:23][C:3]1[C:4]([C:14]2[CH:22]=[CH:21][C:17]([C:18]([OH:20])=[O:19])=[CH:16][CH:15]=2)=[N:5][C:6]2[C:11]([CH:2]=1)=[CH:10][C:9]([O:12][CH3:13])=[CH:8][CH:7]=2. The yield is 0.660. (3) The yield is 1.20. The product is [CH3:13][N:8]([C:3]1[C:2]([B:17]2[O:18][C:19]([CH3:21])([CH3:20])[C:15]([CH3:31])([CH3:14])[O:16]2)=[CH:6][N:5]([CH3:7])[N:4]=1)[S:9]([CH3:12])(=[O:11])=[O:10]. The reactants are Br[C:2]1[C:3]([N:8]([CH3:13])[S:9]([CH3:12])(=[O:11])=[O:10])=[N:4][N:5]([CH3:7])[CH:6]=1.[CH3:14][C:15]1([CH3:31])[C:19]([CH3:21])([CH3:20])[O:18][B:17]([B:17]2[O:18][C:19]([CH3:21])([CH3:20])[C:15]([CH3:31])([CH3:14])[O:16]2)[O:16]1.C([O-])(=O)C.[K+].O1CCOCC1. The catalyst is C1CCC(P(C2CCCCC2)C2CCCCC2)CC1.C1CCC(P(C2CCCCC2)C2CCCCC2)CC1.[Pd]. (4) The reactants are [ClH:1].[CH3:2][O:3][C:4]1[CH:5]=[C:6](/[C:12](=[CH:15]/[C:16]2[CH:17]=[N:18][CH:19]=[CH:20][CH:21]=2)/[C:13]#[N:14])[CH:7]=[CH:8][C:9]=1[O:10][CH3:11]. No catalyst specified. The product is [ClH:1].[CH3:2][O:3][C:4]1[CH:5]=[C:6](/[C:12](=[CH:15]/[C:16]2[CH:17]=[N:18][CH:19]=[CH:20][CH:21]=2)/[C:13]#[N:14])[CH:7]=[CH:8][C:9]=1[O:10][CH3:11]. The yield is 0.970. (5) The yield is 0.270. The catalyst is CCCCO. The product is [CH3:18][CH:14]1[CH2:15][CH2:16][CH2:17][CH:12]([NH:11][C:4]2[N:3]=[C:2]([NH:25][C:23]3[CH:22]=[N:21][N:20]([CH3:19])[CH:24]=3)[N:10]=[C:9]3[C:5]=2[N:6]=[CH:7][NH:8]3)[CH2:13]1. The reactants are Cl[C:2]1[N:10]=[C:9]2[C:5]([N:6]=[CH:7][NH:8]2)=[C:4]([NH:11][CH:12]2[CH2:17][CH2:16][CH2:15][CH:14]([CH3:18])[CH2:13]2)[N:3]=1.[CH3:19][N:20]1[CH:24]=[C:23]([NH2:25])[CH:22]=[N:21]1.[Si](Cl)(C)(C)C.